Task: Predict which catalyst facilitates the given reaction.. Dataset: Catalyst prediction with 721,799 reactions and 888 catalyst types from USPTO Reactant: [N+:1]1([O-:14])[CH:2]=[CH:3][CH:4]=[C:5]2[C:13]3[C:8](=[CH:9][CH:10]=[CH:11][CH:12]=3)[NH:7][C:6]=12.[Cl:15]C1C=CC2C3C(=CC=CC=3)NC=2N=1.OO. Product: [Cl:15][C:11]1[CH:12]=[C:13]2[C:8](=[CH:9][CH:10]=1)[NH:7][C:6]1=[N+:1]([O-:14])[CH:2]=[CH:3][CH:4]=[C:5]21. The catalyst class is: 52.